Predict the reactants needed to synthesize the given product. From a dataset of Full USPTO retrosynthesis dataset with 1.9M reactions from patents (1976-2016). Given the product [NH2:15][C:16]1[CH:17]=[CH:18][C:19]([Cl:25])=[C:20]([CH:24]=1)[C:21]([NH:14][CH2:13][CH2:12][C:2]12[CH2:9][CH:8]3[CH2:7][CH:6]([CH2:5][CH:4]([CH2:10]3)[CH2:3]1)[CH2:11]2)=[O:22], predict the reactants needed to synthesize it. The reactants are: Cl.[C:2]12([CH2:12][CH2:13][NH2:14])[CH2:11][CH:6]3[CH2:7][CH:8]([CH2:10][CH:4]([CH2:5]3)[CH2:3]1)[CH2:9]2.[NH2:15][C:16]1[CH:17]=[CH:18][C:19]([Cl:25])=[C:20]([CH:24]=1)[C:21](O)=[O:22].